From a dataset of Catalyst prediction with 721,799 reactions and 888 catalyst types from USPTO. Predict which catalyst facilitates the given reaction. (1) Reactant: [CH3:1][O:2][C:3]1[CH:4]=[C:5]([CH:9]=[CH:10][C:11]=1[O:12][CH3:13])[C:6]([OH:8])=[O:7].[CH2:14]=O. Product: [CH3:13][O:12][C:11]1[CH:10]=[C:9]2[C:5](=[CH:4][C:3]=1[O:2][CH3:1])[C:6](=[O:8])[O:7][CH2:14]2. The catalyst class is: 33. (2) Reactant: [NH:1]1[C:9]2[C:4](=[CH:5][CH:6]=[C:7]([C:10]([C:14]3[CH:19]=[CH:18][CH:17]=[CH:16][CH:15]=3)=[CH:11][C:12]#[N:13])[CH:8]=2)[CH:3]=[CH:2]1.[BH4-].[Na+]. Product: [NH:1]1[C:9]2[C:4](=[CH:5][CH:6]=[C:7]([CH:10]([C:14]3[CH:19]=[CH:18][CH:17]=[CH:16][CH:15]=3)[CH2:11][C:12]#[N:13])[CH:8]=2)[CH:3]=[CH:2]1. The catalyst class is: 41.